This data is from CYP3A4 inhibition data for predicting drug metabolism from PubChem BioAssay. The task is: Regression/Classification. Given a drug SMILES string, predict its absorption, distribution, metabolism, or excretion properties. Task type varies by dataset: regression for continuous measurements (e.g., permeability, clearance, half-life) or binary classification for categorical outcomes (e.g., BBB penetration, CYP inhibition). Dataset: cyp3a4_veith. The molecule is Cc1ccc[n+](CC(=O)c2cc3ccccc3oc2=O)c1.[Br-]. The result is 0 (non-inhibitor).